The task is: Predict the reaction yield, written as a fraction of the theoretical maximum amount of product (1.0 means a 100% yield; for example, 0.34 means a 34% yield).. This data is from Reaction yield outcomes from USPTO patents with 853,638 reactions. (1) The reactants are [CH:1]1([NH:4][C:5]2[N:13]=[C:12]([C:14]([F:17])([F:16])[F:15])[N:11]=[C:10]3[C:6]=2[N:7]=[CH:8][N:9]3[C:18]2[CH:23]=[CH:22][C:21]([C:24]([O:26]C)=[O:25])=[CH:20][CH:19]=2)[CH2:3][CH2:2]1.[OH-].[K+].FC(F)(F)C(O)=O. The catalyst is CO. The product is [C:24]([C:21]1[CH:20]=[CH:19][C:18]([N:9]2[CH:8]=[N:7][C:6]3[C:10]2=[N:11][C:12]([C:14]([F:17])([F:15])[F:16])=[N:13][C:5]=3[NH:4][CH:1]2[CH2:3][CH2:2]2)=[CH:23][CH:22]=1)([OH:26])=[O:25]. The yield is 0.700. (2) The reactants are [CH3:1][O:2][C:3]1[CH:8]=[C:7]([N+:9]([O-])=O)[CH:6]=[C:5]([O:12][CH3:13])[C:4]=1[O:14][CH3:15].O.NN. The catalyst is C(O)C.[Pd]. The product is [CH3:13][O:12][C:5]1[CH:6]=[C:7]([CH:8]=[C:3]([O:2][CH3:1])[C:4]=1[O:14][CH3:15])[NH2:9]. The yield is 0.964. (3) The reactants are [C:1]([C:3]1[C:4]([NH2:10])=[N:5][C:6]([NH2:9])=[CH:7][CH:8]=1)#[CH:2].[CH2:11]([O:18][C:19]1[CH:24]=[CH:23][C:22]([CH2:25][C:26](Cl)=[N:27][OH:28])=[CH:21][N:20]=1)[C:12]1[CH:17]=[CH:16][CH:15]=[CH:14][CH:13]=1.C(N(CC)CC)C. The catalyst is O1CCCC1. The product is [CH2:11]([O:18][C:19]1[N:20]=[CH:21][C:22]([CH2:25][C:26]2[CH:2]=[C:1]([C:3]3[C:4]([NH2:10])=[N:5][C:6]([NH2:9])=[CH:7][CH:8]=3)[O:28][N:27]=2)=[CH:23][CH:24]=1)[C:12]1[CH:13]=[CH:14][CH:15]=[CH:16][CH:17]=1. The yield is 0.730. (4) The reactants are Cl.[NH2:2][C@H:3]([C:14]([O:16][CH3:17])=[O:15])[CH2:4][C:5]1[C:13]2[C:8](=[CH:9][CH:10]=[CH:11][CH:12]=2)[NH:7][CH:6]=1.C(N(CC)CC)C.[CH3:25][C:26]1[CH:27]=[C:28]([CH:34]=[CH:35][CH:36]=1)[CH:29]=[CH:30][C:31](O)=[O:32].CCN=C=NCCCN(C)C.Cl. The catalyst is C(Cl)Cl. The product is [CH3:25][C:26]1[CH:27]=[C:28]([CH:29]=[CH:30][C:31]([NH:2][C@H:3]([C:14]([O:16][CH3:17])=[O:15])[CH2:4][C:5]2[C:13]3[C:8](=[CH:9][CH:10]=[CH:11][CH:12]=3)[NH:7][CH:6]=2)=[O:32])[CH:34]=[CH:35][CH:36]=1. The yield is 0.980. (5) The reactants are CC1C=CC(S(O[CH2:12][CH:13]2[CH2:17][C:16]3[CH:18]=[CH:19][CH:20]=[C:21]([C:22]4[C:27]([Cl:28])=[CH:26][C:25]([Cl:29])=[CH:24][C:23]=4[Cl:30])[C:15]=3[O:14]2)(=O)=O)=CC=1.[N-:31]=[N+:32]=[N-:33].[Na+]. No catalyst specified. The product is [N:31]([CH2:12][CH:13]1[CH2:17][C:16]2[CH:18]=[CH:19][CH:20]=[C:21]([C:22]3[C:27]([Cl:28])=[CH:26][C:25]([Cl:29])=[CH:24][C:23]=3[Cl:30])[C:15]=2[O:14]1)=[N+:32]=[N-:33]. The yield is 0.920. (6) The reactants are Br[C:2]1[C:7]2[S:8][CH:9]=[CH:10][C:6]=2[CH:5]=[CH:4][CH:3]=1.[Mg].[C:12](=O)([O:16]CC)[O:13][CH2:14][CH3:15].[Cl-].[NH4+]. The catalyst is C1COCC1. The product is [CH2:14]([O:13][C:12]([C:2]1[C:7]2[S:8][CH:9]=[CH:10][C:6]=2[CH:5]=[CH:4][CH:3]=1)=[O:16])[CH3:15]. The yield is 0.710.